Dataset: CYP2C19 inhibition data for predicting drug metabolism from PubChem BioAssay. Task: Regression/Classification. Given a drug SMILES string, predict its absorption, distribution, metabolism, or excretion properties. Task type varies by dataset: regression for continuous measurements (e.g., permeability, clearance, half-life) or binary classification for categorical outcomes (e.g., BBB penetration, CYP inhibition). Dataset: cyp2c19_veith. (1) The compound is Cc1sc(CO)c(Sc2ccccc2)c1C(=O)O. The result is 0 (non-inhibitor). (2) The compound is N#Cc1ccc(CN2CC3(CCN(C(=O)c4cccc(F)c4)CC3)C2)cc1. The result is 1 (inhibitor).